From a dataset of Catalyst prediction with 721,799 reactions and 888 catalyst types from USPTO. Predict which catalyst facilitates the given reaction. (1) Reactant: [CH2:1]([C@H:7]1[C@H:10]([CH2:11][C@H:12]([OH:24])[CH2:13][CH2:14][CH2:15][CH2:16][CH2:17][CH2:18][CH2:19][CH2:20][CH2:21][CH2:22][CH3:23])[O:9][C:8]1=[O:25])[CH2:2][CH2:3][CH2:4][CH2:5][CH3:6].C1(P(C2C=CC=CC=2)C2C=CC=CC=2)C=CC=CC=1.[CH:45]([NH:47][C@H:48]([C:53](O)=[O:54])[CH2:49][CH:50]([CH3:52])[CH3:51])=[O:46].CC(OC(/N=N/C(OC(C)C)=O)=O)C. Product: [CH3:23][CH2:22][CH2:21][CH2:20][CH2:19][CH2:18][CH2:17][CH2:16][CH2:15][CH2:14][CH2:13][C@H:12]([O:24][C:53]([C@@H:48]([NH:47][CH:45]=[O:46])[CH2:49][CH:50]([CH3:52])[CH3:51])=[O:54])[CH2:11][C@@H:10]1[O:9][C:8](=[O:25])[C@H:7]1[CH2:1][CH2:2][CH2:3][CH2:4][CH2:5][CH3:6]. The catalyst class is: 7. (2) Reactant: [Br:1]Br.[S:3]1[C:7]2[CH:8]=[CH:9][C:10]([NH2:12])=[CH:11][C:6]=2[N:5]=[CH:4]1.C([O-])([O-])=O.[Na+].[Na+]. Product: [Br:1][C:11]1[C:6]2[N:5]=[CH:4][S:3][C:7]=2[CH:8]=[CH:9][C:10]=1[NH2:12]. The catalyst class is: 22. (3) Product: [CH3:27][O:26][CH2:25][C:17]1[N:18]=[C:19]([NH:21][C:22](=[O:24])[CH3:23])[S:20][C:16]=1[C:14]1[S:6][C:7]2[CH:8]=[N:9][CH:10]=[CH:11][C:12]=2[N:13]=1. The catalyst class is: 2. Reactant: C(N(CC)C([S:6][C:7]1[CH:8]=[N:9][CH:10]=[CH:11][C:12]=1[NH:13][C:14]([C:16]1[S:20][C:19]([NH:21][C:22](=[O:24])[CH3:23])=[N:18][C:17]=1[CH2:25][O:26][CH3:27])=O)=S)C.C(O)=O.Cl.CO. (4) Reactant: [C:1]([NH:4][C:5]1[S:6][C:7]([S:10](Cl)(=[O:12])=[O:11])=[CH:8][N:9]=1)(=[O:3])[CH3:2].Cl.[O:15]1[CH2:21][CH2:20][CH2:19][NH:18][CH2:17][CH2:16]1.CCN(C(C)C)C(C)C.[Cl-].[NH4+]. Product: [O:15]1[CH2:21][CH2:20][CH2:19][N:18]([S:10]([C:7]2[S:6][C:5]([NH:4][C:1](=[O:3])[CH3:2])=[N:9][CH:8]=2)(=[O:12])=[O:11])[CH2:17][CH2:16]1. The catalyst class is: 3. (5) Product: [OH:23][NH:22][C:14](=[O:15])[C@@H:9]([NH:8][C:7](=[O:18])[CH2:6][NH:5][C:4](=[O:19])[O:3][C:2]([CH3:21])([CH3:20])[CH3:1])[CH2:10][CH2:11][S:12][CH3:13]. Reactant: [CH3:1][C:2]([CH3:21])([CH3:20])[O:3][C:4](=[O:19])[NH:5][CH2:6][C:7](=[O:18])[NH:8][C@H:9]([C:14](OC)=[O:15])[CH2:10][CH2:11][S:12][CH3:13].[NH2:22][OH:23]. The catalyst class is: 12. (6) Reactant: [F:1][C:2]([F:14])([F:13])[C:3]([C:6]1[CH:11]=[CH:10][C:9]([OH:12])=[CH:8][CH:7]=1)([CH3:5])[CH3:4].C(=O)([O-])[O-].[K+].[K+].Br[CH2:22][C:23]([O:25][CH2:26][CH3:27])=[O:24]. Product: [F:1][C:2]([F:13])([F:14])[C:3]([C:6]1[CH:11]=[CH:10][C:9]([O:12][CH2:22][C:23]([O:25][CH2:26][CH3:27])=[O:24])=[CH:8][CH:7]=1)([CH3:5])[CH3:4]. The catalyst class is: 9. (7) The catalyst class is: 4. Reactant: [CH2:1]([O:8][C:9]1[CH:16]=[CH:15][C:12]([CH:13]=[O:14])=[C:11]([OH:17])[CH:10]=1)[C:2]1[CH:7]=[CH:6][CH:5]=[CH:4][CH:3]=1.C(N(CC)CC)C.[S:25](O[S:25]([C:28]([F:31])([F:30])[F:29])(=[O:27])=[O:26])([C:28]([F:31])([F:30])[F:29])(=[O:27])=[O:26]. Product: [F:29][C:28]([F:31])([F:30])[S:25]([O:17][C:11]1[CH:10]=[C:9]([O:8][CH2:1][C:2]2[CH:3]=[CH:4][CH:5]=[CH:6][CH:7]=2)[CH:16]=[CH:15][C:12]=1[CH:13]=[O:14])(=[O:27])=[O:26].